From a dataset of Forward reaction prediction with 1.9M reactions from USPTO patents (1976-2016). Predict the product of the given reaction. Given the reactants Cl.[CH:2]1([CH2:5][O:6][C:7]2[CH:12]=[CH:11][C:10]([CH2:13][CH3:14])=[CH:9][C:8]=2[C:15]2[C:16]3[NH:23][C:22]([CH3:24])=[C:21]([C:25]([NH:27][C@H:28]4[C@H:32]([OH:33])[CH2:31][NH:30][CH2:29]4)=[O:26])[C:17]=3[N:18]=[CH:19][N:20]=2)[CH2:4][CH2:3]1.[C:34](Cl)(=[O:37])[CH2:35][CH3:36], predict the reaction product. The product is: [CH:2]1([CH2:5][O:6][C:7]2[CH:12]=[CH:11][C:10]([CH2:13][CH3:14])=[CH:9][C:8]=2[C:15]2[C:16]3[NH:23][C:22]([CH3:24])=[C:21]([C:25]([NH:27][C@H:28]4[C@H:32]([OH:33])[CH2:31][N:30]([C:34](=[O:37])[CH2:35][CH3:36])[CH2:29]4)=[O:26])[C:17]=3[N:18]=[CH:19][N:20]=2)[CH2:4][CH2:3]1.